This data is from Full USPTO retrosynthesis dataset with 1.9M reactions from patents (1976-2016). The task is: Predict the reactants needed to synthesize the given product. (1) Given the product [CH:24]1([CH2:30][NH:31][C:2]2[N:7]3[N:8]=[C:9]([NH:11][C:12](=[O:19])[C:13]4[CH:18]=[CH:17][CH:16]=[N:15][CH:14]=4)[N:10]=[C:6]3[CH:5]=[C:4]([C:20]([F:23])([F:22])[F:21])[CH:3]=2)[CH2:29][CH2:28][CH2:27][CH2:26][CH2:25]1, predict the reactants needed to synthesize it. The reactants are: Cl[C:2]1[N:7]2[N:8]=[C:9]([NH:11][C:12](=[O:19])[C:13]3[CH:18]=[CH:17][CH:16]=[N:15][CH:14]=3)[N:10]=[C:6]2[CH:5]=[C:4]([C:20]([F:23])([F:22])[F:21])[CH:3]=1.[CH:24]1([CH2:30][NH2:31])[CH2:29][CH2:28][CH2:27][CH2:26][CH2:25]1. (2) Given the product [F:1][C:2]([F:7])([F:6])[C:3]([OH:5])=[O:4].[CH:8]1([N:10]([CH2:12][C:13]2[S:17][CH:16]=[C:15]([C:18]3[CH:19]=[C:20]4[C:24](=[C:25]([C:27]([NH2:29])=[O:28])[CH:26]=3)[NH:23][CH:22]=[C:21]4[CH:30]3[CH2:35][CH2:34][N:33]([S:36]([CH2:39][CH3:40])(=[O:37])=[O:38])[CH2:32][CH2:31]3)[CH:14]=2)[CH3:11])[CH2:44][CH2:43][CH2:2][CH2:9]1, predict the reactants needed to synthesize it. The reactants are: [F:1][C:2]([F:7])([F:6])[C:3]([OH:5])=[O:4].[CH2:8]([N:10]([CH2:12][C:13]1[S:17][CH:16]=[C:15]([C:18]2[CH:19]=[C:20]3[C:24](=[C:25]([C:27]([NH2:29])=[O:28])[CH:26]=2)[NH:23][CH:22]=[C:21]3[CH:30]2[CH2:35][CH2:34][N:33]([S:36]([CH2:39][CH3:40])(=[O:38])=[O:37])[CH2:32][CH2:31]2)[CH:14]=1)[CH3:11])[CH3:9].CN[CH2:43][CH3:44]. (3) Given the product [Cl:14][C:8]1[CH:7]=[C:6]2[C:11]([C:12](=[O:13])[C:3]([CH2:2][NH:1][C:35]([C:33]3[CH:32]=[CH:31][C:30]4[O:26][CH2:27][O:28][C:29]=4[CH:34]=3)=[O:36])=[C:4]([C:21]3[O:22][CH:23]=[CH:24][N:25]=3)[N:5]2[C:15]2[CH:20]=[CH:19][CH:18]=[CH:17][CH:16]=2)=[CH:10][CH:9]=1, predict the reactants needed to synthesize it. The reactants are: [NH2:1][CH2:2][C:3]1[C:12](=[O:13])[C:11]2[C:6](=[CH:7][C:8]([Cl:14])=[CH:9][CH:10]=2)[N:5]([C:15]2[CH:20]=[CH:19][CH:18]=[CH:17][CH:16]=2)[C:4]=1[C:21]1[O:22][CH:23]=[CH:24][N:25]=1.[O:26]1[C:30]2[CH:31]=[CH:32][C:33]([C:35](Cl)=[O:36])=[CH:34][C:29]=2[O:28][CH2:27]1.C(N(CC)C(C)C)(C)C. (4) Given the product [O:11]([CH2:1][CH2:2][CH2:3][CH2:4][CH2:5][CH2:6][CH2:7][CH2:8][CH2:9][OH:10])[CH:13]1[O:21][C@@H:20]([CH3:22])[C@H:18]([OH:19])[C@@H:16]([OH:17])[C@H:14]1[OH:15], predict the reactants needed to synthesize it. The reactants are: [CH2:1]([OH:11])[CH2:2][CH2:3][CH2:4][CH2:5][CH2:6][CH2:7][CH2:8][CH2:9][OH:10].O=[CH:13][C@@H:14]([C@@H:16]([C@H:18]([C@H:20]([CH3:22])[OH:21])[OH:19])[OH:17])[OH:15].